Regression. Given a peptide amino acid sequence and an MHC pseudo amino acid sequence, predict their binding affinity value. This is MHC class I binding data. From a dataset of Peptide-MHC class I binding affinity with 185,985 pairs from IEDB/IMGT. (1) The MHC is HLA-A02:19 with pseudo-sequence HLA-A02:19. The peptide sequence is MPIAAAIGT. The binding affinity (normalized) is 0.0847. (2) The binding affinity (normalized) is 0.560. The MHC is HLA-A02:02 with pseudo-sequence HLA-A02:02. The peptide sequence is ELQAALARV.